This data is from Experimentally validated miRNA-target interactions with 360,000+ pairs, plus equal number of negative samples. The task is: Binary Classification. Given a miRNA mature sequence and a target amino acid sequence, predict their likelihood of interaction. (1) The miRNA is bta-miR-378 with sequence ACUGGACUUGGAGUCAGAAGGC. The protein sequence of the target gene is MFLTAVLLRGRIPGRQWIGKHRRPRTVSFQAKESMIRRLEVEAENHYWLSMPYMTAEQECGHAAERRAQAFEAIKAAATSKFPKHRYIADQLDHLNISKKWS. Result: 0 (no interaction). (2) The miRNA is ath-miR164a with sequence UGGAGAAGCAGGGCACGUGCA. The protein sequence of the target gene is MGAAAKLAFAVFLISCSSGAILGRSETQECLFFNANWERDRTNQTGVEPCYGDKDKRRHCFATWKNISGSIEIVKQGCWLDDINCYDRTDCIEKKDSPEVYFCCCEGNMCNEKFSYFPEMEVTQPTSNPVTPKPPYYNILLYSLVPLMLIAGIVICAFWVYRHHKMAYPPVLVPTQDPGPPPPSPLLGLKPLQLLEVKARGRFGCVWKAQLLNEYVAVKIFPIQDKQSWQNEYEVYSLPGMKHENILQFIGAEKRGTSVDVDLWLITAFHEKGSLSDFLKANVVSWNELCHIAETMARGL.... Result: 0 (no interaction).